From a dataset of Retrosynthesis with 50K atom-mapped reactions and 10 reaction types from USPTO. Predict the reactants needed to synthesize the given product. (1) Given the product CNC(=O)[C@@H](Cc1ccccc1)N(C)C(=O)[C@@H](Cc1cccc2ccccc12)N(C)C(=O)COCC(C)(C)N, predict the reactants needed to synthesize it. The reactants are: CNC(=O)[C@@H](Cc1ccccc1)N(C)C(=O)[C@@H](Cc1cccc2ccccc12)N(C)C(=O)COCC(C)(C)NC(=O)OC(C)(C)C. (2) The reactants are: NC1CCCc2c1[nH]c1ccc(Br)cc21.O=C(Cl)OCc1ccccc1. Given the product O=C(NC1CCCc2c1[nH]c1ccc(Br)cc21)OCc1ccccc1, predict the reactants needed to synthesize it. (3) Given the product Cc1nc(NC(=O)NS(=O)(=O)c2cccc3c2nnn3C)nc2c1CCO2, predict the reactants needed to synthesize it. The reactants are: Cc1nc(N)nc2c1CCO2.Cn1nnc2c(S(=O)(=O)N=C=O)cccc21. (4) Given the product C#C[C@@]1(O)[C@H](O)[C@@H](CO)O[C@H]1n1ccc2c(N)ncnc21, predict the reactants needed to synthesize it. The reactants are: C#C[C@@]1(O)[C@H](O)[C@@H](CO)O[C@H]1n1ccc2c(Cl)ncnc21.N. (5) Given the product Cc1nc(C(C)(NC(=O)c2ccc(N3CC(F)(F)C3)c(OCC3CC3)n2)C2CC2)no1, predict the reactants needed to synthesize it. The reactants are: Cc1nc(C(C)(N)C2CC2)no1.O=C(O)c1ccc(N2CC(F)(F)C2)c(OCC2CC2)n1. (6) Given the product O=C(/C=C/c1ccc([N+](=O)[O-])o1)N[C@H]1CN2CCC1CC2, predict the reactants needed to synthesize it. The reactants are: N[C@H]1CN2CCC1CC2.O=C(O)/C=C/c1ccc([N+](=O)[O-])o1. (7) Given the product O=C(O)/C=C/C(=O)O, predict the reactants needed to synthesize it. The reactants are: CC(C)(C)OC(=O)NCC[C@@H](Oc1cc(Cl)c(F)cc1C#N)c1ccoc1. (8) Given the product CC(=O)[C@H]1CC[C@H]2[C@@H]3CC[C@H]4C[C@H](OS(=O)(=O)c5ccc(C)cc5)CC[C@]4(C)[C@H]3CC[C@]12C, predict the reactants needed to synthesize it. The reactants are: CC(=O)[C@H]1CC[C@H]2[C@@H]3CC[C@H]4C[C@H](O)CC[C@]4(C)[C@H]3CC[C@]12C.Cc1ccc(S(=O)(=O)Cl)cc1. (9) Given the product CC(=N)NS(=O)(=O)C=Cc1ccc(Cl)c(Cl)c1, predict the reactants needed to synthesize it. The reactants are: CC(=N)N.O=S(=O)(Cl)C=Cc1ccc(Cl)c(Cl)c1.